This data is from Forward reaction prediction with 1.9M reactions from USPTO patents (1976-2016). The task is: Predict the product of the given reaction. (1) Given the reactants [S:1]1[C:6]2=[N:7][CH:8]=[CH:9][CH:10]=[C:5]2[C:4](=O)[CH2:3][CH2:2]1.Cl.[CH3:13][O:14][C:15]1[CH:20]=[CH:19][C:18]([NH:21]N)=[CH:17][CH:16]=1, predict the reaction product. The product is: [CH3:13][O:14][C:15]1[CH:16]=[C:17]2[C:18](=[CH:19][CH:20]=1)[NH:21][C:4]1[C:5]3[CH:10]=[CH:9][CH:8]=[N:7][C:6]=3[S:1][CH2:2][C:3]2=1. (2) The product is: [CH2:10]([CH2:18][C:17]([NH:5][C:4]1[CH:3]=[CH:9][CH:8]=[CH:7][CH:6]=1)=[O:19])[CH3:11]. Given the reactants C([C:3]1[CH:9]=[CH:8][CH:7]=[CH:6][C:4]=1[NH2:5])C.[CH2:10](N(CC)CC)[CH3:11].[C:17](Cl)(=[O:19])[CH3:18], predict the reaction product. (3) Given the reactants [Cl-].[Na+].[CH3:3][NH:4][C:5](=[N:8][N+:9]([O-:11])=[O:10])OC.[OH-].[Na+].[Cl:14][C:15]1[CH:20]=[CH:19][C:18]([CH2:21][NH2:22])=[CH:17][N:16]=1.Cl, predict the reaction product. The product is: [Cl:14][C:15]1[CH:20]=[CH:19][C:18]([CH2:21][NH:22][C:5]([NH:4][CH3:3])=[N:8][N+:9]([O-:11])=[O:10])=[CH:17][N:16]=1. (4) Given the reactants [C:1]1([OH:7])[CH:6]=[CH:5][CH:4]=[CH:3][CH:2]=1.[OH-].[Na+].Cl[C:11]1[N:16]=[C:15]([N:17]2[CH2:22][CH2:21][O:20][CH2:19][CH2:18]2)[N:14]=[C:13]([N:23]2[C:27]3[CH:28]=[CH:29][CH:30]=[CH:31][C:26]=3[N:25]=[C:24]2[CH:32]([F:34])[F:33])[N:12]=1.COCCOCCN(CCOCCOC)CCOCCOC, predict the reaction product. The product is: [F:34][CH:32]([F:33])[C:24]1[N:23]([C:13]2[N:14]=[C:15]([N:17]3[CH2:18][CH2:19][O:20][CH2:21][CH2:22]3)[N:16]=[C:11]([O:7][C:1]3[CH:6]=[CH:5][CH:4]=[CH:3][CH:2]=3)[N:12]=2)[C:27]2[CH:28]=[CH:29][CH:30]=[CH:31][C:26]=2[N:25]=1. (5) Given the reactants [CH3:1][O:2][C:3]1[CH:8]=[C:7](NC)[CH:6]=[CH:5][N:4]=1.[N:11]1C=CC=C[CH:12]=1.[C:17]([C:19]1[CH:20]=[C:21]([C:29]2[CH:34]=[CH:33][C:32]([F:35])=[CH:31][C:30]=2[F:36])[CH:22]=[CH:23][C:24]=1[S:25](Cl)(=[O:27])=[O:26])#[N:18].O, predict the reaction product. The product is: [CH3:1][O:2][C:3]1[CH:8]=[C:7]([CH2:12][NH:11][S:25]([C:24]2[CH:23]=[CH:22][C:21]([C:29]3[CH:34]=[CH:33][C:32]([F:35])=[CH:31][C:30]=3[F:36])=[CH:20][C:19]=2[C:17]#[N:18])(=[O:27])=[O:26])[CH:6]=[CH:5][N:4]=1.